This data is from Reaction yield outcomes from USPTO patents with 853,638 reactions. The task is: Predict the reaction yield, written as a fraction of the theoretical maximum amount of product (1.0 means a 100% yield; for example, 0.34 means a 34% yield). (1) The reactants are [F:1][C:2]1[CH:3]=[CH:4][C:5]2[O:9][C:8]([C:10]3[C:19]([N:20]4[C:29]5[C:24](=[CH:25][C:26]([O:30][CH3:31])=[CH:27][CH:28]=5)[CH2:23][CH2:22][CH2:21]4)=[N:18][C:17]4[C:12](=[CH:13][CH:14]=[C:15]([C:32]([O:34]C)=[O:33])[CH:16]=4)[N:11]=3)=[CH:7][C:6]=2[CH:36]=1.[OH-].[Na+]. The catalyst is CO.O. The product is [F:1][C:2]1[CH:3]=[CH:4][C:5]2[O:9][C:8]([C:10]3[C:19]([N:20]4[C:29]5[C:24](=[CH:25][C:26]([O:30][CH3:31])=[CH:27][CH:28]=5)[CH2:23][CH2:22][CH2:21]4)=[N:18][C:17]4[C:12](=[CH:13][CH:14]=[C:15]([C:32]([OH:34])=[O:33])[CH:16]=4)[N:11]=3)=[CH:7][C:6]=2[CH:36]=1. The yield is 0.440. (2) The product is [CH:1]1([C@H:4]2[C@H:13]([CH3:14])[C@@H:12]([NH:15][C:16]3[CH:21]=[CH:20][CH:19]=[C:18]([OH:22])[N:17]=3)[C:11]3[C:6](=[CH:7][CH:8]=[C:9]([F:24])[CH:10]=3)[N:5]2[C:25](=[O:27])[CH3:26])[CH2:2][CH2:3]1. The reactants are [CH:1]1([C@H:4]2[C@H:13]([CH3:14])[C@@H:12]([NH:15][C:16]3[CH:21]=[CH:20][CH:19]=[C:18]([O:22]C)[N:17]=3)[C:11]3[C:6](=[CH:7][CH:8]=[C:9]([F:24])[CH:10]=3)[N:5]2[C:25](=[O:27])[CH3:26])[CH2:3][CH2:2]1.[I-].[Na+]. The yield is 0.132. The catalyst is C(#N)C. (3) The reactants are [NH2:1][C:2]1[CH:7]=[N:6][C:5](Br)=[CH:4][N:3]=1.[C:9]([Si:13]([CH3:19])([CH3:18])[O:14][CH2:15][C:16]#[CH:17])([CH3:12])([CH3:11])[CH3:10]. The catalyst is [Cu]I.[Pd].C1(P(C2C=CC=CC=2)C2C=CC=CC=2)C=CC=CC=1.C1(P(C2C=CC=CC=2)C2C=CC=CC=2)C=CC=CC=1.C1(P(C2C=CC=CC=2)C2C=CC=CC=2)C=CC=CC=1.C1(P(C2C=CC=CC=2)C2C=CC=CC=2)C=CC=CC=1. The product is [NH2:1][C:2]1[CH:7]=[N:6][C:5]([C:17]#[C:16][CH2:15][O:14][Si:13]([C:9]([CH3:12])([CH3:11])[CH3:10])([CH3:18])[CH3:19])=[CH:4][N:3]=1. The yield is 0.910. (4) The reactants are [C:1]([C:4]1[C:5](I)=[N:6][N:7]2[CH2:12][CH2:11][N:10]([C:13]([O:15][C:16]([CH3:19])([CH3:18])[CH3:17])=[O:14])[CH2:9][C:8]=12)(=[O:3])[NH2:2].[Cl:21][C:22]1[CH:23]=[C:24](B(O)O)[CH:25]=[CH:26][C:27]=1[F:28].[O-]P([O-])([O-])=O.[K+].[K+].[K+]. The catalyst is O1CCOCC1.O.C1C=CC(P(C2C=CC=CC=2)[C-]2C=CC=C2)=CC=1.C1C=CC(P(C2C=CC=CC=2)[C-]2C=CC=C2)=CC=1.Cl[Pd]Cl.[Fe+2].C(Cl)Cl. The product is [C:1]([C:4]1[C:5]([C:24]2[CH:25]=[CH:26][C:27]([F:28])=[C:22]([Cl:21])[CH:23]=2)=[N:6][N:7]2[CH2:12][CH2:11][N:10]([C:13]([O:15][C:16]([CH3:19])([CH3:18])[CH3:17])=[O:14])[CH2:9][C:8]=12)(=[O:3])[NH2:2]. The yield is 0.780. (5) The reactants are [I:1][C:2]1[CH:7]=[CH:6][CH:5]=[CH:4][C:3]=1[CH2:8][C:9]([OH:11])=[O:10].S(=O)(=O)(O)O.[CH3:17]O. No catalyst specified. The product is [I:1][C:2]1[CH:7]=[CH:6][CH:5]=[CH:4][C:3]=1[CH2:8][C:9]([O:11][CH3:17])=[O:10]. The yield is 0.990. (6) The catalyst is O1CCCC1.C(OCC)(=O)C.[Fe]. The reactants are [F:1][C:2]1[CH:36]=[C:35]([F:37])[CH:34]=[CH:33][C:3]=1[O:4][C:5]1[CH:10]=[CH:9][C:8]([N+:11]([O-])=O)=[CH:7][C:6]=1[C:14]1[C:22]2[C:17](=[C:18]([O:30][CH3:31])[N:19]=[C:20]([CH2:23][N:24]3[CH2:29][CH2:28][O:27][CH2:26][CH2:25]3)[CH:21]=2)[N:16]([CH3:32])[CH:15]=1.[Cl-].[NH4+].C(O)C.O. The product is [F:1][C:2]1[CH:36]=[C:35]([F:37])[CH:34]=[CH:33][C:3]=1[O:4][C:5]1[CH:10]=[CH:9][C:8]([NH2:11])=[CH:7][C:6]=1[C:14]1[C:22]2[C:17](=[C:18]([O:30][CH3:31])[N:19]=[C:20]([CH2:23][N:24]3[CH2:25][CH2:26][O:27][CH2:28][CH2:29]3)[CH:21]=2)[N:16]([CH3:32])[CH:15]=1. The yield is 0.990. (7) The catalyst is C1COCC1.CO.[Pd]. The reactants are [CH:1]([C:4]1[CH:9]=[CH:8][CH:7]=[C:6]([CH:10]([CH3:12])[CH3:11])[C:5]=1[N:13]1[C:22](=[O:23])[C:21]2[CH:24]=[C:25](Br)[C:26]3[O:27][C:28]4[C:33]([C:18]5[C:19]=3[C:20]=2[C:15](=[CH:16][C:17]=5[O:35][C:36]2[CH:41]=[CH:40][CH:39]=[CH:38][CH:37]=2)[C:14]1=[O:42])=[CH:32][CH:31]=[CH:30][CH:29]=4)([CH3:3])[CH3:2]. The product is [CH:1]([C:4]1[CH:9]=[CH:8][CH:7]=[C:6]([CH:10]([CH3:12])[CH3:11])[C:5]=1[N:13]1[C:22](=[O:23])[C:21]2[CH:24]=[CH:25][C:26]3[O:27][C:28]4[C:33]([C:18]5[C:19]=3[C:20]=2[C:15](=[CH:16][C:17]=5[O:35][C:36]2[CH:41]=[CH:40][CH:39]=[CH:38][CH:37]=2)[C:14]1=[O:42])=[CH:32][CH:31]=[CH:30][CH:29]=4)([CH3:2])[CH3:3]. The yield is 0.980.